From a dataset of CYP2D6 inhibition data for predicting drug metabolism from PubChem BioAssay. Regression/Classification. Given a drug SMILES string, predict its absorption, distribution, metabolism, or excretion properties. Task type varies by dataset: regression for continuous measurements (e.g., permeability, clearance, half-life) or binary classification for categorical outcomes (e.g., BBB penetration, CYP inhibition). Dataset: cyp2d6_veith. (1) The drug is COc1ccc(-n2c(=O)c(-c3cccs3)nc3cnc(N4CCOCC4)nc32)cc1. The result is 0 (non-inhibitor). (2) The molecule is Nc1cc(C(Cl)=C(Cl)Cl)c(S(N)(=O)=O)cc1S(N)(=O)=O. The result is 0 (non-inhibitor). (3) The compound is O=C(O)[C@@H]1[C@@H]2C[C@H]([C@@H](Br)[C@H]2N2C(=O)CCC2=O)[C@@H]1C(=O)O. The result is 0 (non-inhibitor). (4) The molecule is CC(=O)NCCNc1ncnc2ccc(-c3ccccc3C)cc12. The result is 1 (inhibitor). (5) The molecule is CO[C@@H]1COC(=O)[C@H](CCSC)NC(=O)C/C=C\[C@@H](C)COC(=O)[C@@H]2CCCN2C(=O)C/C=C\[C@H]1C. The result is 0 (non-inhibitor). (6) The molecule is CCS(=O)(=O)N(C)[C@@H]1c2cc(C#N)ccc2OC(C)(C)[C@H]1O. The result is 0 (non-inhibitor). (7) The compound is CCCNC(=O)OC[C@@H]1O[C@H](CCO/N=C\c2ccc(C(=O)N3[C@H](C(=O)OC)CC[C@H](C)[C@H]3c3ccc(C)cc3)cc2)C=C[C@@H]1Oc1ccc(OC)cc1. The result is 0 (non-inhibitor). (8) The compound is CN(C)c1ncc2nc(-c3cc(F)cc(F)c3)c(=O)n(CCc3ccccc3)c2n1. The result is 0 (non-inhibitor). (9) The molecule is Cc1ccc(OCC(=O)Nc2ccc(Cl)cc2)c(-n2nc3ccccc3n2)c1. The result is 0 (non-inhibitor). (10) The molecule is CCOC(=O)c1nnn(-c2nc(OC)nc(N3CCCCC3)n2)c1-c1ccccc1. The result is 1 (inhibitor).